Dataset: Forward reaction prediction with 1.9M reactions from USPTO patents (1976-2016). Task: Predict the product of the given reaction. Given the reactants [CH2:1]([O:3][C:4]([C:6]([CH3:21])([O:8][C:9]1[CH:14]=[CH:13][C:12]([CH2:15][CH2:16][CH2:17][C:18]([OH:20])=O)=[CH:11][CH:10]=1)[CH3:7])=[O:5])[CH3:2].C(Cl)(=O)C(Cl)=O.CS(O)(=O)=O.[F:33][C:34]1[CH:35]=[C:36]([CH2:41][N:42]([C:44]([NH2:46])=[O:45])[NH2:43])[CH:37]=[C:38]([F:40])[CH:39]=1.N1C=CC=CC=1, predict the reaction product. The product is: [CH2:1]([O:3][C:4]([C:6]([CH3:7])([O:8][C:9]1[CH:10]=[CH:11][C:12]([CH2:15][CH2:16][CH2:17][C:18]([NH:43][N:42]([CH2:41][C:36]2[CH:37]=[C:38]([F:40])[CH:39]=[C:34]([F:33])[CH:35]=2)[C:44]([NH2:46])=[O:45])=[O:20])=[CH:13][CH:14]=1)[CH3:21])=[O:5])[CH3:2].